Dataset: Reaction yield outcomes from USPTO patents with 853,638 reactions. Task: Predict the reaction yield, written as a fraction of the theoretical maximum amount of product (1.0 means a 100% yield; for example, 0.34 means a 34% yield). (1) No catalyst specified. The reactants are C(OC([NH:8][C@@:9]1([C:18]([OH:20])=O)[CH2:11][C@@H:10]1[C:12]1[CH:17]=[CH:16][CH:15]=[CH:14][CH:13]=1)=O)(C)(C)C.[CH2:21]([NH2:24])[CH2:22][CH3:23].F[P-](F)(F)(F)(F)F.N1(OC(N(C)C)=[N+](C)C)C2N=CC=CC=2N=N1.[F:49][C:50]([F:55])([F:54])[C:51]([OH:53])=[O:52]. The yield is 0.850. The product is [F:49][C:50]([F:55])([F:54])[C:51]([OH:53])=[O:52].[NH2:8][C@@:9]1([C:18]([NH:24][CH2:21][CH2:22][CH3:23])=[O:20])[CH2:11][C@@H:10]1[C:12]1[CH:13]=[CH:14][CH:15]=[CH:16][CH:17]=1. (2) The yield is 0.140. The product is [Cl:17][C:18]1[CH:23]=[C:22]([C:2]2[CH:11]=[CH:10][N:9]=[C:8]3[C:3]=2[C:4]2[CH:16]=[CH:15][CH:14]=[CH:13][C:5]=2[C:6](=[O:12])[NH:7]3)[CH:21]=[CH:20][CH:19]=1. No catalyst specified. The reactants are Cl[C:2]1[CH:11]=[CH:10][N:9]=[C:8]2[C:3]=1[C:4]1[CH:16]=[CH:15][CH:14]=[CH:13][C:5]=1[C:6](=[O:12])[NH:7]2.[Cl:17][C:18]1[CH:19]=[C:20](B(O)O)[CH:21]=[CH:22][CH:23]=1. (3) The product is [C:22]([O:14][CH2:13][C@H:12]([C:3]1[C:4]([CH3:11])=[CH:5][C:6]([N+:8]([O-:10])=[O:9])=[CH:7][C:2]=1[Br:1])[OH:15])(=[O:23])[C:24]([CH3:27])([CH3:26])[CH3:25]. The yield is 0.770. The reactants are [Br:1][C:2]1[CH:7]=[C:6]([N+:8]([O-:10])=[O:9])[CH:5]=[C:4]([CH3:11])[C:3]=1[C@H:12]([OH:15])[CH2:13][OH:14].N1C=CC=CC=1.[C:22](Cl)([C:24]([CH3:27])([CH3:26])[CH3:25])=[O:23].C([O-])(O)=O.[Na+]. The catalyst is C(Cl)Cl. (4) The reactants are [NH2:1][C:2]1[CH:7]=[C:6]([NH2:8])[CH:5]=[CH:4][N:3]=1.O.N1C2C(=CC=C3C=2N=CC=C3)C=CC=1.[C:24](#[N:31])[C:25]1[CH:30]=[CH:29][CH:28]=[CH:27][CH:26]=1. The catalyst is [Cu]Br. The product is [NH2:8][C:6]1[CH:5]=[CH:4][N:3]2[N:31]=[C:24]([C:25]3[CH:30]=[CH:29][CH:28]=[CH:27][CH:26]=3)[N:1]=[C:2]2[CH:7]=1. The yield is 0.290. (5) The reactants are [H-].[Na+].[CH3:3][O:4][C:5]([C:7]1[C:15]2[C:10](=[N:11][CH:12]=[C:13]([Br:16])[CH:14]=2)[N:9]([S:17]([C:20]2[CH:25]=[CH:24][CH:23]=[CH:22][CH:21]=2)(=[O:19])=[O:18])[C:8]=1[CH2:26]Br)=[O:6].[C:28]([CH2:30][NH:31][S:32]([C:35]1[CH:40]=[CH:39][C:38]([CH3:41])=[CH:37][CH:36]=1)(=[O:34])=[O:33])#[N:29]. The catalyst is C1COCC1.C(Cl)Cl.C(=O)([O-])[O-].[Na+].[Na+].O. The product is [CH3:3][O:4][C:5]([C:7]1[C:15]2[C:10](=[N:11][CH:12]=[C:13]([Br:16])[CH:14]=2)[N:9]([S:17]([C:20]2[CH:21]=[CH:22][CH:23]=[CH:24][CH:25]=2)(=[O:18])=[O:19])[C:8]=1[CH2:26][N:31]([CH2:30][C:28]#[N:29])[S:32]([C:35]1[CH:36]=[CH:37][C:38]([CH3:41])=[CH:39][CH:40]=1)(=[O:34])=[O:33])=[O:6]. The yield is 0.800. (6) The product is [C:17]([C:3]1([NH:6][S:7]([C:9]([CH3:12])([CH3:11])[CH3:10])=[O:8])[CH2:4][CH2:5][O:1][CH2:2]1)#[N:18]. The reactants are [O:1]1[CH2:5][CH2:4][C:3](=[N:6][S:7]([C:9]([CH3:12])([CH3:11])[CH3:10])=[O:8])[CH2:2]1.[Si]([C:17]#[N:18])(C)(C)C. The yield is 0.440. The catalyst is C(Cl)Cl. (7) The reactants are [Cl:1][C:2]1[CH:7]=[C:6](I)[C:5]([Cl:9])=[CH:4][N:3]=1.[NH2:10][C:11]1[CH:18]=[CH:17][C:16]([Cl:19])=[CH:15][C:12]=1[C:13]#[N:14].[O-]P(OP(OP([O-])([O-])=O)([O-])=O)(=O)[O-].[K+].[K+].[K+].[K+].[K+].C1C=CC(P(C2C(OC3C(P(C4C=CC=CC=4)C4C=CC=CC=4)=CC=CC=3)=CC=CC=2)C2C=CC=CC=2)=CC=1. The catalyst is O1CCOCC1.C([O-])(=O)C.[Pd+2].C([O-])(=O)C. The product is [Cl:19][C:16]1[CH:17]=[CH:18][C:11]([NH:10][C:6]2[C:5]([Cl:9])=[CH:4][N:3]=[C:2]([Cl:1])[CH:7]=2)=[C:12]([CH:15]=1)[C:13]#[N:14]. The yield is 0.330.